This data is from Full USPTO retrosynthesis dataset with 1.9M reactions from patents (1976-2016). The task is: Predict the reactants needed to synthesize the given product. (1) Given the product [OH:23][CH2:22][C@H:11]([NH:10][C:8]([C:7]1[CH:24]=[C:3]([C:1]#[C:2][C:30]2[CH:38]=[CH:37][C:33]([C:34]([OH:36])=[O:35])=[CH:32][CH:31]=2)[CH:4]=[CH:5][C:6]=1[O:25][CH:26]([CH3:28])[CH3:27])=[O:9])[CH2:12][C:13]1[C:21]2[C:16](=[CH:17][CH:18]=[CH:19][CH:20]=2)[NH:15][CH:14]=1, predict the reactants needed to synthesize it. The reactants are: [C:1]([C:3]1[CH:4]=[CH:5][C:6]([O:25][CH:26]([CH3:28])[CH3:27])=[C:7]([CH:24]=1)[C:8]([NH:10][C@@H:11]([CH2:22][OH:23])[CH2:12][C:13]1[C:21]2[C:16](=[CH:17][CH:18]=[CH:19][CH:20]=2)[NH:15][CH:14]=1)=[O:9])#[CH:2].I[C:30]1[CH:38]=[CH:37][C:33]([C:34]([OH:36])=[O:35])=[CH:32][CH:31]=1.C(NCC)C.Cl. (2) Given the product [CH3:1][O:2][C:3]([C:5]1[S:6][C:7]([C:11](=[O:13])[NH:55][CH2:56][C:57]2[CH:58]=[CH:59][C:60]([F:64])=[C:61]([OH:63])[CH:62]=2)=[CH:8][C:9]=1[CH3:10])=[O:4], predict the reactants needed to synthesize it. The reactants are: [CH3:1][O:2][C:3]([C:5]1[S:6][C:7]([C:11]([OH:13])=O)=[CH:8][C:9]=1[CH3:10])=[O:4].C(N(CC)CC)C.CN(C(ON1N=NC2C=CC=CC1=2)=[N+](C)C)C.F[P-](F)(F)(F)(F)F.C1C=CC2N(O)N=NC=2C=1.[NH2:55][CH2:56][C:57]1[CH:58]=[CH:59][C:60]([F:64])=[C:61]([OH:63])[CH:62]=1. (3) Given the product [CH3:11][C:10]([CH3:13])([CH3:12])[CH2:9][C:7]1[N:8]=[C:3]([CH2:2][O:23][C:24]2[CH:25]=[C:26]([CH2:31][CH2:32][C:33]([O:35][CH2:36][CH3:37])=[O:34])[CH:27]=[C:28]([CH3:30])[CH:29]=2)[CH:4]=[CH:5][C:6]=1[C:14]1[CH:19]=[C:18]([O:20][CH3:21])[CH:17]=[CH:16][C:15]=1[F:22], predict the reactants needed to synthesize it. The reactants are: Cl[CH2:2][C:3]1[N:8]=[C:7]([CH2:9][C:10]([CH3:13])([CH3:12])[CH3:11])[C:6]([C:14]2[CH:19]=[C:18]([O:20][CH3:21])[CH:17]=[CH:16][C:15]=2[F:22])=[CH:5][CH:4]=1.[OH:23][C:24]1[CH:25]=[C:26]([CH2:31][CH2:32][C:33]([O:35][CH2:36][CH3:37])=[O:34])[CH:27]=[C:28]([CH3:30])[CH:29]=1.C(=O)([O-])[O-].[Cs+].[Cs+].